From a dataset of Catalyst prediction with 721,799 reactions and 888 catalyst types from USPTO. Predict which catalyst facilitates the given reaction. (1) The catalyst class is: 2. Reactant: [F:1][C:2]1[CH:3]=[C:4]([CH:6]=[CH:7][C:8]=1[N:9]1[CH2:14][CH2:13][S:12][CH2:11][CH2:10]1)[NH2:5].C[Al](C)C.N#N.[NH:21](/[C:25](/[CH3:31])=[CH:26]\[C:27](OC)=[O:28])[C:22]([CH3:24])=O. Product: [F:1][C:2]1[CH:3]=[C:4]([N:5]2[C:27](=[O:28])[CH:26]=[C:25]([CH3:31])[N:21]=[C:22]2[CH3:24])[CH:6]=[CH:7][C:8]=1[N:9]1[CH2:10][CH2:11][S:12][CH2:13][CH2:14]1. (2) Reactant: [CH2:1]([O:5][C:6]1[N:13]=[CH:12][CH:11]=[CH:10][C:7]=1[C:8]#[N:9])[CH2:2][CH2:3][CH3:4].[Li+].C[Si]([N-:19][Si](C)(C)C)(C)C. Product: [CH2:1]([O:5][C:6]1[C:7]([C:8](=[NH:19])[NH2:9])=[CH:10][CH:11]=[CH:12][N:13]=1)[CH2:2][CH2:3][CH3:4]. The catalyst class is: 1. (3) Reactant: C([N+](CCCC)(CCCC)CCCC)CCC.[P:18]([O:22][CH2:23][C@@H:24]1[C@@H:28]([O:29][P:30]([O:33][CH2:34][C@@H:35]2[C@@H:39]([OH:40])[C@@H:38]([OH:41])[C@H:37]([N:42]3[CH:50]=[N:49][C:48]4[C:43]3=[N:44][CH:45]=[N:46][C:47]=4[NH2:51])[O:36]2)([OH:32])=[O:31])[CH2:27][C@H:26]([N:52]2[CH:57]=[CH:56][C:55]([NH2:58])=[N:54][C:53]2=[O:59])[O:25]1)([OH:21])([OH:20])=[O:19].C(C[O:63][C:64](=O)[C@@H:65]([NH:78][C:79]([O:81][C:82]([CH3:85])([CH3:84])[CH3:83])=[O:80])[CH2:66][CH:67]([S:72][S:73][C:74]([CH3:77])([CH3:76])[CH3:75])[CH2:68][N:69]=[N+:70]=[N-:71])#N. Product: [N:69]([CH2:68][CH:67]([S:72][S:73][C:74]([CH3:77])([CH3:76])[CH3:75])[CH2:66][C@@H:65]([NH:78][C:79]([O:81][C:82]([CH3:83])([CH3:84])[CH3:85])=[O:80])[C:64]([O:40][C@H:39]1[C@@H:38]([OH:41])[C@H:37]([N:42]2[CH:50]=[N:49][C:48]3[C:43]2=[N:44][CH:45]=[N:46][C:47]=3[NH2:51])[O:36][C@H:35]1[CH2:34][O:33][P:30]([O:29][C@H:28]1[CH2:27][C@H:26]([N:52]2[CH:57]=[CH:56][C:55]([NH2:58])=[N:54][C:53]2=[O:59])[O:25][C@@H:24]1[CH2:23][O:22][P:18]([OH:21])([OH:20])=[O:19])([OH:32])=[O:31])=[O:63])=[N+:70]=[N-:71]. The catalyst class is: 132. (4) Reactant: [CH3:1][C:2]([O:4][C:5]1[S:9][C:8]2[CH2:10][CH2:11][N:12]([CH:14]([C:22]([CH:24]3[CH2:26][CH2:25]3)=[O:23])[C:15]3[CH:16]=[CH:17][CH:18]=[CH:19][C:20]=3[F:21])[CH2:13][C:7]=2[CH:6]=1)=[O:3].[OH:27][P:28]([OH:31])([OH:30])=[O:29]. Product: [CH3:1][C:2]([O:4][C:5]1[S:9][C:8]2[CH2:10][CH2:11][N:12]([CH:14]([C:22]([CH:24]3[CH2:26][CH2:25]3)=[O:23])[C:15]3[CH:16]=[CH:17][CH:18]=[CH:19][C:20]=3[F:21])[CH2:13][C:7]=2[CH:6]=1)=[O:3].[P:28]([O-:31])([O-:30])([O-:29])=[O:27]. The catalyst class is: 4. (5) Reactant: [Cl:1][C:2]1[CH:3]=[CH:4][CH:5]=[C:6]2[C:11]=1[N:10]=[C:9]([C:12]1[CH:13]=[N:14][CH:15]=[CH:16][CH:17]=1)[C:8]([C@@H:18]([NH:23][C:24]1[C:25]3[N:33]=[CH:32][CH:31]=[CH:30][C:26]=3[N:27]=[CH:28][N:29]=1)[C:19]([F:22])([F:21])[F:20])=[CH:7]2.[H-].[Na+].[CH3:36]I.O. Product: [Cl:1][C:2]1[CH:3]=[CH:4][CH:5]=[C:6]2[C:11]=1[N:10]=[C:9]([C:12]1[CH:13]=[N:14][CH:15]=[CH:16][CH:17]=1)[C:8]([C@@H:18]([N:23]([C:24]1[C:25]3[N:33]=[CH:32][CH:31]=[CH:30][C:26]=3[N:27]=[CH:28][N:29]=1)[CH3:36])[C:19]([F:22])([F:21])[F:20])=[CH:7]2. The catalyst class is: 3. (6) Reactant: [CH3:1][C:2]1[C:16]([S:17]([CH3:20])(=[O:19])=[O:18])=[C:15]([C:21]([F:24])([F:23])[F:22])[CH:14]=[CH:13][C:3]=1[C:4]([NH:6][C:7]1[O:8][C:9]([CH3:12])=[N:10][N:11]=1)=[O:5].[C:25]([O-])([O-])=O.[K+].[K+].S(OC)(OC)(=O)=O. Product: [CH3:25][N:6]([C:7]1[O:8][C:9]([CH3:12])=[N:10][N:11]=1)[C:4](=[O:5])[C:3]1[CH:13]=[CH:14][C:15]([C:21]([F:24])([F:23])[F:22])=[C:16]([S:17]([CH3:20])(=[O:19])=[O:18])[C:2]=1[CH3:1]. The catalyst class is: 3.